Dataset: Full USPTO retrosynthesis dataset with 1.9M reactions from patents (1976-2016). Task: Predict the reactants needed to synthesize the given product. (1) Given the product [CH3:1][S:2]([O:5][CH:6]1[CH2:7][CH2:8][C:9]([OH:12])([CH2:13][CH:14]=[O:25])[CH2:10][CH2:11]1)(=[O:3])=[O:4], predict the reactants needed to synthesize it. The reactants are: [CH3:1][S:2]([O:5][CH:6]1[CH2:11][CH2:10][C:9]([CH2:13][CH:14]=C)([OH:12])[CH2:8][CH2:7]1)(=[O:4])=[O:3].N1C(C)=CC=CC=1C.I([O-])(=O)(=O)=[O:25].[Na+].C([O-])(O)=O.[Na+]. (2) Given the product [Cl:15][C:11]1[CH:10]=[C:9]([CH:13]=[O:14])[N:8]([C:3]2[C:2]([Cl:1])=[CH:7][CH:6]=[CH:5][N:4]=2)[CH:12]=1, predict the reactants needed to synthesize it. The reactants are: [Cl:1][C:2]1[C:3]([N:8]2[CH:12]=[CH:11][CH:10]=[C:9]2[CH:13]=[O:14])=[N:4][CH:5]=[CH:6][CH:7]=1.[Cl:15]N1C(=O)CCC1=O.O. (3) Given the product [NH2:1][C:2]1[N:16]=[CH:15][C:14]([C:26]2[CH:31]=[CH:30][CH:29]=[CH:28][C:27]=2[OH:32])=[CH:13][C:3]=1[C:4]([NH:6][C:7]1[CH:12]=[CH:11][N:10]=[CH:9][CH:8]=1)=[O:5], predict the reactants needed to synthesize it. The reactants are: [NH2:1][C:2]1[N:16]=[CH:15][C:14](Br)=[CH:13][C:3]=1[C:4]([NH:6][C:7]1[CH:12]=[CH:11][N:10]=[CH:9][CH:8]=1)=[O:5].CC1(C)C(C)(C)OB([C:26]2[CH:31]=[CH:30][CH:29]=[CH:28][C:27]=2[OH:32])O1. (4) Given the product [CH3:23][S:24]([O:8][C@H:9]1[CH2:13][CH2:12][N:11]([CH2:14][C:15]2[CH:20]=[CH:19][C:18]([CH3:21])=[CH:17][CH:16]=2)[C:10]1=[O:22])(=[O:26])=[O:25], predict the reactants needed to synthesize it. The reactants are: C(N(CC)CC)C.[OH:8][C@H:9]1[CH2:13][CH2:12][N:11]([CH2:14][C:15]2[CH:20]=[CH:19][C:18]([CH3:21])=[CH:17][CH:16]=2)[C:10]1=[O:22].[CH3:23][S:24](Cl)(=[O:26])=[O:25]. (5) Given the product [CH:23]1([NH:28][C:2]2[C:3]([C:16]3[CH:21]=[CH:20][C:19]([F:22])=[CH:18][CH:17]=3)=[N:4][C:5]3[C:10]([N:11]=2)=[CH:9][C:8]([C:12]([O:14][CH3:15])=[O:13])=[CH:7][CH:6]=3)[CH2:27][CH2:26][CH2:25][CH2:24]1, predict the reactants needed to synthesize it. The reactants are: Cl[C:2]1[C:3]([C:16]2[CH:21]=[CH:20][C:19]([F:22])=[CH:18][CH:17]=2)=[N:4][C:5]2[C:10]([N:11]=1)=[CH:9][C:8]([C:12]([O:14][CH3:15])=[O:13])=[CH:7][CH:6]=2.[CH:23]1([NH2:28])[CH2:27][CH2:26][CH2:25][CH2:24]1. (6) Given the product [Cl:1][C:2]1[CH:11]=[C:10]([O:12][CH3:13])[C:9]2[C:4](=[CH:5][CH:6]=[CH:7][CH:8]=2)[N:3]=1, predict the reactants needed to synthesize it. The reactants are: [Cl:1][C:2]1[CH:11]=[C:10]([OH:12])[C:9]2[C:4](=[CH:5][CH:6]=[CH:7][CH:8]=2)[N:3]=1.[C:13]([O-])([O-])=O.[K+].[K+].CI.